This data is from Reaction yield outcomes from USPTO patents with 853,638 reactions. The task is: Predict the reaction yield, written as a fraction of the theoretical maximum amount of product (1.0 means a 100% yield; for example, 0.34 means a 34% yield). The reactants are [Br:1][C:2]1[C:3]([OH:16])=[C:4]2[C:9](=[CH:10][CH:11]=1)[N:8]([C:12](=[O:14])[CH3:13])[C@@H:7]([CH3:15])[CH2:6][CH2:5]2.Cl[C:18]1[N:26]=[C:25]2[C:21]([N:22]([CH:27]3[CH2:32][CH2:31][CH2:30][CH2:29][O:28]3)[CH:23]=[N:24]2)=[CH:20][N:19]=1.C(=O)([O-])[O-].[K+].[K+]. The catalyst is CN(C)C=O. The product is [Br:1][C:2]1[C:3]([O:16][C:18]2[N:26]=[C:25]3[C:21]([N:22]([CH:27]4[CH2:32][CH2:31][CH2:30][CH2:29][O:28]4)[CH:23]=[N:24]3)=[CH:20][N:19]=2)=[C:4]2[C:9](=[CH:10][CH:11]=1)[N:8]([C:12](=[O:14])[CH3:13])[C@@H:7]([CH3:15])[CH2:6][CH2:5]2. The yield is 0.690.